Task: Predict the reactants needed to synthesize the given product.. Dataset: Full USPTO retrosynthesis dataset with 1.9M reactions from patents (1976-2016) (1) Given the product [C:1]([O:5][C:6](=[O:29])[C:7]1[CH:8]=[CH:9][C:10]([CH2:13][N:14]2[C:23](=[O:24])[C:22]3[C:17](=[CH:18][C:19]([F:28])=[C:20]([NH2:25])[CH:21]=3)[N:16]=[CH:15]2)=[CH:11][CH:12]=1)([CH3:4])([CH3:2])[CH3:3], predict the reactants needed to synthesize it. The reactants are: [C:1]([O:5][C:6](=[O:29])[C:7]1[CH:12]=[CH:11][C:10]([CH2:13][N:14]2[C:23](=[O:24])[C:22]3[C:17](=[CH:18][C:19]([F:28])=[C:20]([N+:25]([O-])=O)[CH:21]=3)[N:16]=[CH:15]2)=[CH:9][CH:8]=1)([CH3:4])([CH3:3])[CH3:2]. (2) Given the product [CH:29]1([S:32]([C:2]2[CH:3]=[C:4]([C:14]([NH:16][CH2:17][C:18]3[C:19](=[O:27])[NH:20][C:21]([CH3:26])=[CH:22][C:23]=3[CH2:24][CH3:25])=[O:15])[C:5]3[CH:6]=[N:7][N:8]([CH:11]([CH3:13])[CH3:12])[C:9]=3[CH:10]=2)(=[O:34])=[O:33])[CH2:31][CH2:30]1, predict the reactants needed to synthesize it. The reactants are: Br[C:2]1[CH:3]=[C:4]([C:14]([NH:16][CH2:17][C:18]2[C:19](=[O:27])[NH:20][C:21]([CH3:26])=[CH:22][C:23]=2[CH2:24][CH3:25])=[O:15])[C:5]2[CH:6]=[N:7][N:8]([CH:11]([CH3:13])[CH3:12])[C:9]=2[CH:10]=1.[Na].[CH:29]1([S:32]([OH:34])=[O:33])[CH2:31][CH2:30]1. (3) Given the product [CH2:18]([O:17][C:15]([C:5]1[C:6]2[NH:7][C:8]3[CH:9]=[CH:10][CH:11]=[CH:12][C:13]=3[C:14]=2[CH2:1][CH2:2][N:3]([CH3:23])[CH:4]=1)=[O:16])[CH3:19], predict the reactants needed to synthesize it. The reactants are: [CH2:1]1[C:14]2[C:13]3[CH:12]=[CH:11][CH:10]=[CH:9][C:8]=3[NH:7][C:6]=2[C:5]([C:15]([O:17][CH2:18][CH3:19])=[O:16])=[CH:4][NH:3][CH2:2]1.[H-].[Na+].O.[CH3:23]N(C=O)C. (4) Given the product [C:1]([O:5][C:6]([N:8]([C:26]([O:28][C:29]([CH3:32])([CH3:31])[CH3:30])=[O:27])[C:9]1[CH:10]=[C:11]2[CH:17]=[C:16]([B:37]3[O:36][C:33]([CH3:35])([CH3:34])[C:51]([CH3:52])([CH3:53])[O:55]3)[N:15]([C:19]([O:21][C:22]([CH3:25])([CH3:24])[CH3:23])=[O:20])[C:12]2=[N:13][CH:14]=1)=[O:7])([CH3:4])([CH3:3])[CH3:2], predict the reactants needed to synthesize it. The reactants are: [C:1]([O:5][C:6]([N:8]([C:26]([O:28][C:29]([CH3:32])([CH3:31])[CH3:30])=[O:27])[C:9]1[CH:10]=[C:11]2[CH:17]=[C:16](I)[N:15]([C:19]([O:21][C:22]([CH3:25])([CH3:24])[CH3:23])=[O:20])[C:12]2=[N:13][CH:14]=1)=[O:7])([CH3:4])([CH3:3])[CH3:2].[CH:33]([O:36][BH:37]C1OC(C)(C)C(C)(C)O1)([CH3:35])[CH3:34].C([N-][CH:51]([CH3:53])[CH3:52])(C)C.[Li+].[O:55]1CCCC1.